This data is from Full USPTO retrosynthesis dataset with 1.9M reactions from patents (1976-2016). The task is: Predict the reactants needed to synthesize the given product. (1) Given the product [NH3:2].[O:8]1[C:12]2[CH:13]=[CH:14][CH:15]=[CH:16][C:11]=2[N:10]=[C:9]1[N:17]1[CH2:22][CH2:21][CH2:20][CH2:19][C@H:18]1[C:23]([NH:45][CH2:44][CH2:43][N:37]1[CH2:42][CH2:41][CH2:40][CH2:39][CH2:38]1)=[O:25], predict the reactants needed to synthesize it. The reactants are: C[N:2]1CCOCC1.[O:8]1[C:12]2[CH:13]=[CH:14][CH:15]=[CH:16][C:11]=2[N:10]=[C:9]1[N:17]1[CH2:22][CH2:21][CH2:20][CH2:19][C@H:18]1[C:23]([OH:25])=O.O.OC1C2N=NNC=2C=CC=1.[N:37]1([CH2:43][CH2:44][NH2:45])[CH2:42][CH2:41][CH2:40][CH2:39][CH2:38]1.Cl.CN(C)CCCN=C=NCC. (2) Given the product [CH3:20][O:19][C:18]1[CH:17]=[CH:16][C:15]([C:21]2[CH:26]=[CH:25][N:24]=[CH:23][CH:22]=2)=[CH:14][C:13]=1[B:30]([OH:31])[OH:29], predict the reactants needed to synthesize it. The reactants are: C([Li])CCC.CCCCCC.Br[C:13]1[CH:14]=[C:15]([C:21]2[CH:26]=[CH:25][N:24]=[CH:23][CH:22]=2)[CH:16]=[CH:17][C:18]=1[O:19][CH3:20].C([O:29][B:30](OCC)[O:31]CC)C.[Cl-].[NH4+].